From a dataset of TCR-epitope binding with 47,182 pairs between 192 epitopes and 23,139 TCRs. Binary Classification. Given a T-cell receptor sequence (or CDR3 region) and an epitope sequence, predict whether binding occurs between them. (1) The epitope is YVFCTVNAL. The TCR CDR3 sequence is CASSQDPTTGEQYF. Result: 0 (the TCR does not bind to the epitope). (2) The epitope is VSFIEFVGW. The TCR CDR3 sequence is CSAREIGGRHQPQHF. Result: 1 (the TCR binds to the epitope). (3) The epitope is NLVPMVATV. Result: 1 (the TCR binds to the epitope). The TCR CDR3 sequence is CASSFGLADYEQYF. (4) The epitope is KPLEFGATSAAL. The TCR CDR3 sequence is CASSGNEGGSKFF. Result: 1 (the TCR binds to the epitope). (5) The epitope is QVPLRPMTYK. The TCR CDR3 sequence is CASSLSQYEQFF. Result: 0 (the TCR does not bind to the epitope). (6) The epitope is FQPTNGVGY. The TCR CDR3 sequence is CASSEEGDTQYF. Result: 0 (the TCR does not bind to the epitope). (7) The epitope is KAYNVTQAF. The TCR CDR3 sequence is CASSLRAGRRTEAFF. Result: 1 (the TCR binds to the epitope). (8) The epitope is NLVPMVATV. The TCR CDR3 sequence is CASSLGGQKETQYF. Result: 1 (the TCR binds to the epitope).